Task: Regression. Given a peptide amino acid sequence and an MHC pseudo amino acid sequence, predict their binding affinity value. This is MHC class I binding data.. Dataset: Peptide-MHC class I binding affinity with 185,985 pairs from IEDB/IMGT (1) The binding affinity (normalized) is 0.734. The peptide sequence is WTMKILIGV. The MHC is HLA-A02:06 with pseudo-sequence HLA-A02:06. (2) The peptide sequence is LPSCPTNFCIF. The MHC is HLA-A03:01 with pseudo-sequence HLA-A03:01. The binding affinity (normalized) is 0.0847.